From a dataset of NCI-60 drug combinations with 297,098 pairs across 59 cell lines. Regression. Given two drug SMILES strings and cell line genomic features, predict the synergy score measuring deviation from expected non-interaction effect. (1) Drug 1: CCCS(=O)(=O)NC1=C(C(=C(C=C1)F)C(=O)C2=CNC3=C2C=C(C=N3)C4=CC=C(C=C4)Cl)F. Drug 2: C1=CC(=CC=C1CCCC(=O)O)N(CCCl)CCCl. Cell line: HT29. Synergy scores: CSS=30.6, Synergy_ZIP=-7.07, Synergy_Bliss=-5.71, Synergy_Loewe=-17.1, Synergy_HSA=-2.68. (2) Drug 1: COC1=NC(=NC2=C1N=CN2C3C(C(C(O3)CO)O)O)N. Drug 2: CC12CCC3C(C1CCC2OP(=O)(O)O)CCC4=C3C=CC(=C4)OC(=O)N(CCCl)CCCl.[Na+]. Cell line: HCT116. Synergy scores: CSS=0.512, Synergy_ZIP=-6.12, Synergy_Bliss=-9.38, Synergy_Loewe=-24.4, Synergy_HSA=-19.2. (3) Drug 1: C1C(C(OC1N2C=C(C(=O)NC2=O)F)CO)O. Drug 2: CC1=C2C(C(=O)C3(C(CC4C(C3C(C(C2(C)C)(CC1OC(=O)C(C(C5=CC=CC=C5)NC(=O)C6=CC=CC=C6)O)O)OC(=O)C7=CC=CC=C7)(CO4)OC(=O)C)O)C)OC(=O)C. Cell line: SK-OV-3. Synergy scores: CSS=9.72, Synergy_ZIP=-4.11, Synergy_Bliss=0.535, Synergy_Loewe=-5.61, Synergy_HSA=-0.714. (4) Drug 1: C1=NNC2=C1C(=O)NC=N2. Drug 2: CN(C(=O)NC(C=O)C(C(C(CO)O)O)O)N=O. Cell line: MCF7. Synergy scores: CSS=0.355, Synergy_ZIP=1.86, Synergy_Bliss=4.70, Synergy_Loewe=3.27, Synergy_HSA=2.47. (5) Drug 1: C1CC(C1)(C(=O)O)C(=O)O.[NH2-].[NH2-].[Pt+2]. Drug 2: C1CNP(=O)(OC1)N(CCCl)CCCl. Cell line: MALME-3M. Synergy scores: CSS=11.7, Synergy_ZIP=-3.41, Synergy_Bliss=-1.92, Synergy_Loewe=-5.46, Synergy_HSA=-2.14.